The task is: Predict the reactants needed to synthesize the given product.. This data is from Full USPTO retrosynthesis dataset with 1.9M reactions from patents (1976-2016). (1) Given the product [Cl:1][C:2]1[C:10]([Cl:11])=[C:9]([F:12])[CH:8]=[CH:7][C:3]=1[C:4]([N:29]1[CH2:30][CH2:31][C:32]2[C:37]([C:38]3[NH:42][N:41]=[CH:40][CH:39]=3)=[N:36][CH:35]=[N:34][C:33]=2[CH:28]1[CH3:27])=[O:6], predict the reactants needed to synthesize it. The reactants are: [Cl:1][C:2]1[C:10]([Cl:11])=[C:9]([F:12])[CH:8]=[CH:7][C:3]=1[C:4]([OH:6])=O.FC1C(C(F)(F)F)=CC=CC=1C(O)=O.[CH3:27][CH:28]1[C:33]2[N:34]=[CH:35][N:36]=[C:37]([C:38]3[N:42](C4CCCCO4)[N:41]=[CH:40][CH:39]=3)[C:32]=2[CH2:31][CH2:30][NH:29]1. (2) Given the product [CH3:4][C:5]1[O:9][C:8]([C:10]2[CH:11]=[CH:12][CH:13]=[CH:14][CH:15]=2)=[N:7][C:6]=1[CH2:16][O:17][C:18]1[CH:19]=[CH:20][C:21]([CH2:22][O:23][NH2:24])=[CH:35][CH:36]=1, predict the reactants needed to synthesize it. The reactants are: O.NN.[CH3:4][C:5]1[O:9][C:8]([C:10]2[CH:15]=[CH:14][CH:13]=[CH:12][CH:11]=2)=[N:7][C:6]=1[CH2:16][O:17][C:18]1[CH:36]=[CH:35][C:21]([CH2:22][O:23][N:24]2C(=O)C3=CC=CC=C3C2=O)=[CH:20][CH:19]=1.O1CCCC1. (3) Given the product [N+:8]([C:7]1[C:2]([NH2:1])=[N:3][C:4]([O:22][C:19]2[CH:18]=[CH:17][C:16]([NH:15][C:12](=[O:14])[CH3:13])=[CH:21][CH:20]=2)=[CH:5][CH:6]=1)([O-:10])=[O:9], predict the reactants needed to synthesize it. The reactants are: [NH2:1][C:2]1[C:7]([N+:8]([O-:10])=[O:9])=[CH:6][CH:5]=[C:4](Cl)[N:3]=1.[C:12]([NH:15][C:16]1[CH:21]=[CH:20][C:19]([OH:22])=[CH:18][CH:17]=1)(=[O:14])[CH3:13].C([O-])([O-])=O.[K+].[K+]. (4) Given the product [Cl:8][C:6]1[N:5]=[CH:4][C:3]2[N:9]=[C:14]([NH:13][CH:10]([CH3:12])[CH3:11])[S:15][C:2]=2[CH:7]=1, predict the reactants needed to synthesize it. The reactants are: Cl[C:2]1[CH:7]=[C:6]([Cl:8])[N:5]=[CH:4][C:3]=1[NH2:9].[CH:10]([N:13]=[C:14]=[S:15])([CH3:12])[CH3:11].[H-].[Na+]. (5) Given the product [F:1][C:2]1[CH:8]=[CH:7][C:5]([NH:6][C:22]([C@H:20]2[CH2:19][CH2:18][N:17]([C:15]([O:14][C:11]([CH3:13])([CH3:12])[CH3:10])=[O:16])[CH2:21]2)=[O:23])=[CH:4][C:3]=1[CH3:9], predict the reactants needed to synthesize it. The reactants are: [F:1][C:2]1[CH:8]=[CH:7][C:5]([NH2:6])=[CH:4][C:3]=1[CH3:9].[CH3:10][C:11]([O:14][C:15]([N:17]1[CH2:21][C@@H:20]([C:22](O)=[O:23])[CH2:19][CH2:18]1)=[O:16])([CH3:13])[CH3:12].CCN(C(C)C)C(C)C.CN(C(ON1N=NC2C=CC=NC1=2)=[N+](C)C)C.F[P-](F)(F)(F)(F)F.